From a dataset of Forward reaction prediction with 1.9M reactions from USPTO patents (1976-2016). Predict the product of the given reaction. (1) Given the reactants [CH2:1]([CH:8]1[C:15]2[CH:14]=[C:13]([C:16]([O:18]C)=[O:17])[NH:12][C:11]=2[CH2:10][CH2:9]1)[C:2]1[CH:7]=[CH:6][CH:5]=[CH:4][CH:3]=1.O.[OH-].[Li+], predict the reaction product. The product is: [CH2:1]([CH:8]1[C:15]2[CH:14]=[C:13]([C:16]([OH:18])=[O:17])[NH:12][C:11]=2[CH2:10][CH2:9]1)[C:2]1[CH:7]=[CH:6][CH:5]=[CH:4][CH:3]=1. (2) Given the reactants [N:1]1([C:7]2[N:12]=[CH:11][N:10]=[C:9]([NH:13][C:14]3[S:15][C:16]([C:19]#[N:20])=[CH:17][N:18]=3)[CH:8]=2)[CH2:6][CH2:5][NH:4][CH2:3][CH2:2]1.CCN(C(C)C)C(C)C.[CH3:30][N:31]=[C:32]=[O:33], predict the reaction product. The product is: [C:19]([C:16]1[S:15][C:14]([NH:13][C:9]2[N:10]=[CH:11][N:12]=[C:7]([N:1]3[CH2:6][CH2:5][N:4]([C:32]([NH:31][CH3:30])=[O:33])[CH2:3][CH2:2]3)[CH:8]=2)=[N:18][CH:17]=1)#[N:20]. (3) The product is: [Cl:13][C:14]1[CH:19]=[N:18][CH:17]=[C:16]([O:12][CH2:11][CH2:10][C:7]2[C:5]3[C:4](=[CH:3][CH:2]=[CH:1][CH:6]=3)[NH:9][CH:8]=2)[N:15]=1. Given the reactants [CH:1]1[CH:2]=[CH:3][C:4]2[NH:9][CH:8]=[C:7]([CH2:10][CH2:11][OH:12])[C:5]=2[CH:6]=1.[Cl:13][C:14]1[CH:19]=[N:18][CH:17]=[C:16](Cl)[N:15]=1, predict the reaction product. (4) Given the reactants [Br:1]C1C=C(CC(O)=O)C=CC=1OC.[C:14](Cl)(=[O:19])C(C)(C)C.[CH2:21]([C@H:28]1C[O:31][C:30](=[O:33])[NH:29]1)[C:22]1[CH:27]=CC=C[CH:23]=1.[Li][CH2:35][CH2:36][CH2:37][CH3:38].[CH2:39]1[CH2:43]OCC1, predict the reaction product. The product is: [Br:1][C:36]1[CH:37]=[C:38]([C@@H:21]2[C:22]([CH3:23])([CH3:27])[O:33][C:30](=[O:31])[NH:29][CH2:28]2)[CH:43]=[CH:39][C:35]=1[O:19][CH3:14]. (5) The product is: [Br:1][C:2]1[CH:3]=[C:4]2[C:8](=[CH:9][C:10]=1[CH3:11])[NH:7][CH:6]=[C:5]2[CH3:15]. Given the reactants [Br:1][C:2]1[CH:3]=[C:4]2[C:8](=[CH:9][C:10]=1[CH3:11])[NH:7][C:6](C(O)=O)=[C:5]2[CH3:15].BrC1C(C)=C2C(=CC=1)NC(C(O)=O)=C2C.CCOCC.Cl, predict the reaction product. (6) The product is: [CH3:19][O:20][CH2:27][CH2:26][O:28][N:29]([CH3:44])[C:30]1[N:31]=[C:32]([NH:40][CH2:41][CH2:42][CH3:43])[N:33]=[C:34]([NH:36][CH2:37][C:38]#[CH:39])[N:35]=1. Given the reactants ClC1N=C(NNCC#C)N=C(NNCCC)N=1.Cl.[CH3:19][O:20]CCONC.[CH2:26]([O:28][N:29]([CH3:44])[C:30]1[N:35]=[C:34]([NH:36][CH2:37][CH2:38][CH3:39])[N:33]=[C:32]([NH:40][CH2:41][C:42]#[CH:43])[N:31]=1)[CH3:27], predict the reaction product. (7) Given the reactants [NH2:1][C:2]1[S:3][C:4]([CH2:11][CH3:12])=[CH:5][C:6]=1[C:7]([O:9]C)=O.ClC(Cl)(O[C:17](=[O:23])OC(Cl)(Cl)Cl)Cl.C(N(CC)CC)C.[CH3:32][C:33]1[N:34]=[CH:35][C:36]([CH2:39][NH2:40])=[N:37][CH:38]=1, predict the reaction product. The product is: [CH2:11]([C:4]1[S:3][C:2]2[NH:1][C:17](=[O:23])[N:40]([CH2:39][C:36]3[CH:35]=[N:34][C:33]([CH3:32])=[CH:38][N:37]=3)[C:7](=[O:9])[C:6]=2[CH:5]=1)[CH3:12]. (8) Given the reactants [OH2:1].[CH2:2]([OH:7])[CH2:3][CH2:4][CH2:5][OH:6], predict the reaction product. The product is: [OH:6][CH2:5][CH2:4][CH2:3][CH2:2][O:7][CH:5]1[CH2:4][CH2:3][CH2:2][O:1]1. (9) Given the reactants [NH2:1][C:2]1[CH:7]=[CH:6][C:5]([N+:8]([O-:10])=[O:9])=[CH:4][C:3]=1[OH:11].[CH:12](OCC)(OCC)OCC.O.C1(C)C=CC(S(O)(=O)=O)=CC=1, predict the reaction product. The product is: [N+:8]([C:5]1[CH:6]=[CH:7][C:2]2[N:1]=[CH:12][O:11][C:3]=2[CH:4]=1)([O-:10])=[O:9].